Dataset: Full USPTO retrosynthesis dataset with 1.9M reactions from patents (1976-2016). Task: Predict the reactants needed to synthesize the given product. (1) Given the product [CH3:8][C:7]1[O:6][N:5]=[C:4]([C:9]2[CH:14]=[CH:13][CH:12]=[CH:11][CH:10]=2)[C:3]=1[C:1]#[C:2][C:16]1[CH:21]=[N:20][CH:19]=[CH:18][N:17]=1, predict the reactants needed to synthesize it. The reactants are: [C:1]([C:3]1[C:4]([C:9]2[CH:14]=[CH:13][CH:12]=[CH:11][CH:10]=2)=[N:5][O:6][C:7]=1[CH3:8])#[CH:2].Cl[C:16]1[CH:21]=[N:20][CH:19]=[CH:18][N:17]=1. (2) Given the product [F:11][C:12]1[CH:13]=[C:14]([C:25]2[CH:26]=[CH:27][N:22]=[CH:23][C:24]=2[CH2:9][C:8](=[O:10])[CH:7]=[CH2:4])[CH:17]=[CH:18][C:19]=1[O:20][CH3:21], predict the reactants needed to synthesize it. The reactants are: N1C=C[C:4]([CH2:7][C:8](=[O:10])[CH3:9])=CC=1.[F:11][C:12]1[CH:13]=[C:14]([CH:17]=[CH:18][C:19]=1[O:20][CH3:21])C=O.[NH:22]1[CH2:27][CH2:26][CH2:25][CH2:24][CH2:23]1.